From a dataset of Forward reaction prediction with 1.9M reactions from USPTO patents (1976-2016). Predict the product of the given reaction. (1) Given the reactants [CH3:1][O:2][C:3]([C@@H:5]1[C@@H:9]([CH:10]=[CH:11][C:12]2[CH:17]=[CH:16][CH:15]=[CH:14][CH:13]=2)[CH2:8][N:7]([C:18]([O:20][C:21]([CH3:24])([CH3:23])[CH3:22])=[O:19])[CH2:6]1)=[O:4], predict the reaction product. The product is: [CH3:1][O:2][C:3]([C@@H:5]1[C@@H:9]([CH2:10][CH2:11][C:12]2[CH:17]=[CH:16][CH:15]=[CH:14][CH:13]=2)[CH2:8][N:7]([C:18]([O:20][C:21]([CH3:24])([CH3:23])[CH3:22])=[O:19])[CH2:6]1)=[O:4]. (2) Given the reactants [CH2:1]([C:3]1[CH:8]=[CH:7][CH:6]=[C:5]([CH2:9][CH3:10])[C:4]=1[N:11]=[C:12]=[O:13])[CH3:2].Cl[C:15]1[CH:20]=[CH:19][CH:18]=[C:17]([CH3:21])[C:16]=1N=C=O.[CH:25]1[CH:30]=[CH:29][C:28]([C@H:31]([NH:35][C:36]([O:38]CC2C3C(=CC=CC=3)C3C2=CC=CC=3)=O)[C:32]([OH:34])=[O:33])=[CH:27][CH:26]=1.C1CC[CH:56]([C@H:59]([NH:63]C(OCC2C3C(=CC=CC=3)C3C2=CC=CC=3)=O)[C:60](O)=O)CC1, predict the reaction product. The product is: [CH2:1]([C:3]1[CH:8]=[CH:7][CH:6]=[C:5]([CH2:9][CH3:10])[C:4]=1[NH:11][C:12]([NH:63][C:59]1[C:56]([C:36]([NH:35][CH:31]([C:28]2[CH:27]=[CH:26][CH:25]=[CH:30][CH:29]=2)[C:32]([OH:34])=[O:33])=[O:38])=[CH:21][C:17]2[C:16]([CH:60]=1)=[CH:15][CH:20]=[CH:19][CH:18]=2)=[O:13])[CH3:2]. (3) Given the reactants Cl[CH2:2][C:3]1[NH:8][C:7](=[O:9])[NH:6][C:5](=[O:10])[CH:4]=1.[Na+].[C:12]1([S:18]([O-:20])=[O:19])[CH:17]=[CH:16][CH:15]=[CH:14][CH:13]=1, predict the reaction product. The product is: [C:12]1([S:18]([CH2:2][C:3]2[NH:8][C:7](=[O:9])[NH:6][C:5](=[O:10])[CH:4]=2)(=[O:20])=[O:19])[CH:17]=[CH:16][CH:15]=[CH:14][CH:13]=1. (4) Given the reactants [CH3:1][N:2]([C:9]1[CH:14]=[CH:13][C:12]([C@@H:15]2[O:20][CH2:19][CH2:18][NH:17][CH2:16]2)=[CH:11][CH:10]=1)[C:3]1[CH:8]=[CH:7][CH:6]=[CH:5][N:4]=1.Cl[C:22]1[N:23]([CH3:35])[C:24](=[O:34])[CH:25]=[C:26]([C:28]2[CH:33]=[CH:32][N:31]=[CH:30][CH:29]=2)[N:27]=1.C(N(CC)CC)C, predict the reaction product. The product is: [CH3:35][N:23]1[C:24](=[O:34])[CH:25]=[C:26]([C:28]2[CH:33]=[CH:32][N:31]=[CH:30][CH:29]=2)[N:27]=[C:22]1[N:17]1[CH2:18][CH2:19][O:20][C@@H:15]([C:12]2[CH:11]=[CH:10][C:9]([N:2]([CH3:1])[C:3]3[CH:8]=[CH:7][CH:6]=[CH:5][N:4]=3)=[CH:14][CH:13]=2)[CH2:16]1. (5) The product is: [CH3:8][CH:9]([NH:12][S:20]([C:23]1[CH:28]=[CH:27][C:26]([C:29]2[CH:30]=[CH:31][C:32]([O:35][CH3:36])=[CH:33][CH:34]=2)=[CH:25][CH:24]=1)(=[O:22])=[O:21])[C:10]#[CH:11]. Given the reactants C(O)(C(F)(F)F)=O.[CH3:8][CH:9]([N:12]([S:20]([C:23]1[CH:28]=[CH:27][C:26]([C:29]2[CH:34]=[CH:33][C:32]([O:35][CH3:36])=[CH:31][CH:30]=2)=[CH:25][CH:24]=1)(=[O:22])=[O:21])C(=O)OC(C)(C)C)[C:10]#[CH:11], predict the reaction product. (6) Given the reactants [CH3:1][O:2][C:3]1[C:4]([NH2:10])=[N:5][CH:6]=[C:7]([CH3:9])[N:8]=1.[I:11][C:12]1[CH:17]=[CH:16][CH:15]=[CH:14][C:13]=1[S:18](Cl)(=[O:20])=[O:19], predict the reaction product. The product is: [CH3:1][O:2][C:3]1[C:4]([NH:10][S:18]([C:13]2[CH:14]=[CH:15][CH:16]=[CH:17][C:12]=2[I:11])(=[O:20])=[O:19])=[N:5][CH:6]=[C:7]([CH3:9])[N:8]=1. (7) The product is: [CH2:23]([C@@H:30]1[CH2:34][O:33][C:32](=[O:35])[N:31]1[C:2]1[CH:3]=[C:4]([CH:8]2[C:17]([CH3:19])([CH3:18])[CH2:16][C:15]3[C:10](=[CH:11][CH:12]=[C:13]([C:20]([OH:22])=[O:21])[CH:14]=3)[NH:9]2)[CH:5]=[CH:6][CH:7]=1)[C:24]1[CH:25]=[CH:26][CH:27]=[CH:28][CH:29]=1. Given the reactants Br[C:2]1[CH:3]=[C:4]([CH:8]2[C:17]([CH3:19])([CH3:18])[CH2:16][C:15]3[C:10](=[CH:11][CH:12]=[C:13]([C:20]([OH:22])=[O:21])[CH:14]=3)[NH:9]2)[CH:5]=[CH:6][CH:7]=1.[CH2:23]([C@@H:30]1[CH2:34][O:33][C:32](=[O:35])[NH:31]1)[C:24]1[CH:29]=[CH:28][CH:27]=[CH:26][CH:25]=1.Cl.CN(C)CC(O)=O.C(=O)([O-])[O-].[K+].[K+], predict the reaction product.